From a dataset of Reaction yield outcomes from USPTO patents with 853,638 reactions. Predict the reaction yield, written as a fraction of the theoretical maximum amount of product (1.0 means a 100% yield; for example, 0.34 means a 34% yield). (1) The product is [Br:1][C:2]1[CH:3]=[CH:4][C:5]([O:32][C:33]2[CH:38]=[CH:37][C:36]([C:39](=[O:40])[NH:42][C:43]([CH3:47])([CH3:46])[CH2:44][OH:45])=[CH:35][CH:34]=2)=[C:6]([CH:8]2[C:13]3([C:21]4[C:16](=[CH:17][C:18]([Cl:22])=[CH:19][CH:20]=4)[NH:15][C:14]3=[O:23])[CH:12]([C:24]3[CH:29]=[CH:28][CH:27]=[C:26]([Cl:30])[CH:25]=3)[CH2:11][C:10](=[O:31])[NH:9]2)[CH:7]=1. The reactants are [Br:1][C:2]1[CH:3]=[CH:4][C:5]([O:32][C:33]2[CH:38]=[CH:37][C:36]([C:39](F)=[O:40])=[CH:35][CH:34]=2)=[C:6]([CH:8]2[C:13]3([C:21]4[C:16](=[CH:17][C:18]([Cl:22])=[CH:19][CH:20]=4)[NH:15][C:14]3=[O:23])[CH:12]([C:24]3[CH:29]=[CH:28][CH:27]=[C:26]([Cl:30])[CH:25]=3)[CH2:11][C:10](=[O:31])[NH:9]2)[CH:7]=1.[NH2:42][C:43]([CH3:47])([CH3:46])[CH2:44][OH:45].CN1CCOCC1. The yield is 0.420. The catalyst is O1CCCC1.CN(C)C1C=CN=CC=1.C(OCC)(=O)C. (2) The reactants are [NH2:1][C:2]1[C:11](F)=[C:10]([Cl:13])[C:9]([I:14])=[CH:8][C:3]=1[C:4]([O:6]C)=O.N1C=CC=C[CH:16]=1.[C:21](Cl)(=[O:23])[CH3:22]. The catalyst is C(Cl)Cl. The product is [C:4]([C:3]1[CH:8]=[C:9]([I:14])[C:10]([Cl:13])=[CH:11][C:2]=1[NH:1][C:21](=[O:23])[CH3:22])(=[O:6])[CH3:16]. The yield is 0.610.